From a dataset of Forward reaction prediction with 1.9M reactions from USPTO patents (1976-2016). Predict the product of the given reaction. (1) Given the reactants [Cl:1][C:2]1[N:7]=[CH:6][N:5]=[C:4]([NH2:8])[C:3]=1I.C(N(CC)CC)C.C([Sn](CCCC)(CCCC)[C:22]1[CH:27]=[CH:26][CH:25]=[CH:24][N:23]=1)CCC, predict the reaction product. The product is: [Cl:1][C:2]1[N:7]=[CH:6][N:5]=[C:4]([NH2:8])[C:3]=1[C:22]1[CH:27]=[CH:26][CH:25]=[CH:24][N:23]=1. (2) Given the reactants [F:1][C:2]1[CH:10]=[CH:9][C:5]([C:6]([OH:8])=O)=[CH:4][CH:3]=1.CCN(CC)CC.[NH2:18][C:19]1[CH:28]=[C:27]2[C:22]([C:23](=[O:35])[N:24]3[CH2:34][CH2:33][CH2:32][CH2:31][CH2:30][CH2:29][C:25]3=[N:26]2)=[CH:21][CH:20]=1, predict the reaction product. The product is: [F:1][C:2]1[CH:3]=[CH:4][C:5]([C:6]([NH:18][C:19]2[CH:28]=[C:27]3[C:22]([C:23](=[O:35])[N:24]4[CH2:34][CH2:33][CH2:32][CH2:31][CH2:30][CH2:29][C:25]4=[N:26]3)=[CH:21][CH:20]=2)=[O:8])=[CH:9][CH:10]=1. (3) Given the reactants [CH2:1]([N:3]([CH2:37][CH3:38])[CH2:4][CH2:5][CH2:6][NH:7][C:8]1[N:9]=[C:10]([C:27]2[C:28]([CH3:36])=[C:29]([CH:33]=[CH:34][CH:35]=2)[C:30]([OH:32])=O)[C:11]2[CH:17]=[CH:16][C:15](=[O:18])[N:14]([C:19]3[C:24]([F:25])=[CH:23][CH:22]=[CH:21][C:20]=3[F:26])[C:12]=2[N:13]=1)[CH3:2].CN(C(ON1N=NC2C=CC=CC1=2)=[N+](C)C)C.F[P-](F)(F)(F)(F)F.C(N(CC)CC)C.[CH2:70]([NH2:74])[CH:71]([CH3:73])[CH3:72], predict the reaction product. The product is: [CH2:37]([N:3]([CH2:1][CH3:2])[CH2:4][CH2:5][CH2:6][NH:7][C:8]1[N:9]=[C:10]([C:27]2[C:28]([CH3:36])=[C:29]([CH:33]=[CH:34][CH:35]=2)[C:30]([NH:74][CH2:70][CH:71]([CH3:73])[CH3:72])=[O:32])[C:11]2[CH:17]=[CH:16][C:15](=[O:18])[N:14]([C:19]3[C:20]([F:26])=[CH:21][CH:22]=[CH:23][C:24]=3[F:25])[C:12]=2[N:13]=1)[CH3:38]. (4) Given the reactants [CH:1]1([NH:7][C:8]([C:10]2[C:19]3[C:14](=[CH:15][CH:16]=[CH:17][CH:18]=3)[C:13]([S:20](=[O:29])(=[O:28])[NH:21][CH:22]3[CH2:27][CH2:26][NH:25][CH2:24][CH2:23]3)=[CH:12][CH:11]=2)=[O:9])[CH2:6][CH2:5][CH2:4][CH2:3][CH2:2]1.[C:30](Cl)(=[O:34])[CH2:31][CH2:32][CH3:33].Cl[C:37](OCC)=O, predict the reaction product. The product is: [C:3]1([CH3:37])[CH:4]=[CH:5][CH:6]=[C:1]([NH:7][C:8]([C:10]2[C:19]3[C:14](=[CH:15][CH:16]=[CH:17][CH:18]=3)[C:13]([S:20](=[O:29])(=[O:28])[NH:21][CH:22]3[CH2:23][CH2:24][N:25]([C:30](=[O:34])[CH2:31][CH2:32][CH3:33])[CH2:26][CH2:27]3)=[CH:12][CH:11]=2)=[O:9])[CH:2]=1. (5) Given the reactants [CH:1]1([C:4]2([F:23])[CH2:7][N:6]([C:8]3[N:13]=[C:12](SC)[N:11]=[C:10]([NH:16][C:17]4[NH:21][N:20]=[C:19]([CH3:22])[CH:18]=4)[CH:9]=3)[CH2:5]2)[CH2:3][CH2:2]1.O[O:25][S:26]([O-:28])=O.[K+].OS([O-])=O.[Na+].[C:35]([O-])([O-])=O.[K+].[K+], predict the reaction product. The product is: [CH:1]1([C:4]2([F:23])[CH2:7][N:6]([C:8]3[N:13]=[C:12]([S:26]([CH3:35])(=[O:28])=[O:25])[N:11]=[C:10]([NH:16][C:17]4[NH:21][N:20]=[C:19]([CH3:22])[CH:18]=4)[CH:9]=3)[CH2:5]2)[CH2:2][CH2:3]1. (6) The product is: [Cl:1][C:2]1[N:7]=[C:6]([C:8]2[NH:16][C:15]3[C:10](=[N:11][C:12]([O:24][CH3:25])=[CH:13][CH:14]=3)[CH:9]=2)[C:5]([OH:26])=[CH:4][CH:3]=1. Given the reactants [Cl:1][C:2]1[N:7]=[C:6]([C:8]2[N:16](C(OC(C)(C)C)=O)[C:15]3[C:10](=[N:11][C:12]([O:24][CH3:25])=[CH:13][CH:14]=3)[CH:9]=2)[C:5]([OH:26])=[CH:4][CH:3]=1.C(O)(C(F)(F)F)=O, predict the reaction product. (7) Given the reactants S(Cl)(Cl)=O.[NH2:5][C:6]1[CH:11]=[CH:10][C:9]([CH:12]([C:19]2[CH:24]=[CH:23][C:22]([Cl:25])=[CH:21][CH:20]=2)[C:13]2[N:17]([CH3:18])[CH:16]=[N:15][CH:14]=2)=[CH:8][C:7]=1[CH:26]([C:33]1[CH:38]=[CH:37][CH:36]=[C:35]([Cl:39])[CH:34]=1)[S:27][CH2:28][CH2:29][C:30](O)=[O:31].[NH4+].[OH-], predict the reaction product. The product is: [Cl:39][C:35]1[CH:34]=[C:33]([CH:26]2[C:7]3[CH:8]=[C:9]([CH:12]([C:19]4[CH:20]=[CH:21][C:22]([Cl:25])=[CH:23][CH:24]=4)[C:13]4[N:17]([CH3:18])[CH:16]=[N:15][CH:14]=4)[CH:10]=[CH:11][C:6]=3[NH:5][C:30](=[O:31])[CH2:29][CH2:28][S:27]2)[CH:38]=[CH:37][CH:36]=1. (8) Given the reactants [Br:1][CH2:2][CH2:3][O:4][CH2:5][C:6]1[CH:13]=[CH:12][C:9]([C:10]#[N:11])=[CH:8][CH:7]=1.[N:14]12[CH2:21][CH2:20][CH:17]([CH2:18][CH2:19]1)[C@@H:16]([O:22][C:23]([C:25]1([C:32]3[CH:37]=[CH:36][CH:35]=[CH:34][CH:33]=3)[CH2:31][CH2:30][CH2:29][CH2:28][CH2:27][CH2:26]1)=[O:24])[CH2:15]2, predict the reaction product. The product is: [Br-:1].[C:10]([C:9]1[CH:12]=[CH:13][C:6]([CH2:5][O:4][CH2:3][CH2:2][N+:14]23[CH2:21][CH2:20][CH:17]([CH2:18][CH2:19]2)[C@@H:16]([O:22][C:23]([C:25]2([C:32]4[CH:33]=[CH:34][CH:35]=[CH:36][CH:37]=4)[CH2:31][CH2:30][CH2:29][CH2:28][CH2:27][CH2:26]2)=[O:24])[CH2:15]3)=[CH:7][CH:8]=1)#[N:11].